Dataset: Reaction yield outcomes from USPTO patents with 853,638 reactions. Task: Predict the reaction yield, written as a fraction of the theoretical maximum amount of product (1.0 means a 100% yield; for example, 0.34 means a 34% yield). (1) The reactants are [NH2:1][C:2]1[CH:23]=[CH:22][C:5]([O:6][C:7]2[CH:16]=[CH:15][N:14]=[C:13]3[C:8]=2[C:9]2[CH2:21][CH2:20][CH2:19][CH2:18][C:10]=2[C:11](=[O:17])[NH:12]3)=[CH:4][CH:3]=1.[F:24][C:25]1[CH:30]=[CH:29][C:28]([N:31]2[CH:36]=[CH:35][CH:34]=[C:33]([C:37](O)=[O:38])[C:32]2=[O:40])=[CH:27][CH:26]=1.CCN(C(C)C)C(C)C.C1N(P(Cl)(N2C(=O)OCC2)=O)C(=O)OC1. The catalyst is O1CCOCC1.CCOC(C)=O.O. The product is [O:17]=[C:11]1[C:10]2[CH2:18][CH2:19][CH2:20][CH2:21][C:9]=2[C:8]2[C:13](=[N:14][CH:15]=[CH:16][C:7]=2[O:6][C:5]2[CH:22]=[CH:23][C:2]([NH:1][C:37]([C:33]3[C:32](=[O:40])[N:31]([C:28]4[CH:27]=[CH:26][C:25]([F:24])=[CH:30][CH:29]=4)[CH:36]=[CH:35][CH:34]=3)=[O:38])=[CH:3][CH:4]=2)[NH:12]1. The yield is 0.660. (2) The reactants are [Cl:1][C:2]1[C:3]([O:29][C:30]2[CH:35]=[CH:34][C:33]([C:36]3[CH:41]=[CH:40][C:39]([C:42]([F:45])([F:44])[F:43])=[CH:38][CH:37]=3)=[CH:32][C:31]=2[C:46]2[CH:51]=[CH:50][N:49]=[N:48][CH:47]=2)=[CH:4][C:5]([F:28])=[C:6]([S:8]([N:11](CC2C=CC(OC)=CC=2OC)[C:12]2[S:13][CH:14]=[N:15][N:16]=2)(=[O:10])=[O:9])[CH:7]=1. The catalyst is Cl.O1CCOCC1. The product is [Cl:1][C:2]1[C:3]([O:29][C:30]2[CH:35]=[CH:34][C:33]([C:36]3[CH:41]=[CH:40][C:39]([C:42]([F:43])([F:44])[F:45])=[CH:38][CH:37]=3)=[CH:32][C:31]=2[C:46]2[CH:51]=[CH:50][N:49]=[N:48][CH:47]=2)=[CH:4][C:5]([F:28])=[C:6]([S:8]([NH:11][C:12]2[S:13][CH:14]=[N:15][N:16]=2)(=[O:10])=[O:9])[CH:7]=1. The yield is 0.260. (3) The reactants are [CH:1]([O:4][C:5]([C:7]1[N:15]=[CH:14][CH:13]=[CH:12][C:8]=1[C:9](O)=O)=[O:6])([CH3:3])[CH3:2].CS(Cl)(=O)=O.[N:21]1C=CC=CC=1. No catalyst specified. The product is [C:9]([C:8]1[C:7]([C:5]([O:4][CH:1]([CH3:3])[CH3:2])=[O:6])=[N:15][CH:14]=[CH:13][CH:12]=1)#[N:21]. The yield is 0.650.